Dataset: Reaction yield outcomes from USPTO patents with 853,638 reactions. Task: Predict the reaction yield, written as a fraction of the theoretical maximum amount of product (1.0 means a 100% yield; for example, 0.34 means a 34% yield). (1) The reactants are Br[C:2]1[CH:3]=[CH:4][C:5]([N+:8]([O-:10])=[O:9])=[N:6][CH:7]=1.[NH2:11][C:12]1[CH:13]=[C:14]([OH:18])[CH:15]=[CH:16][CH:17]=1.C(=O)([O-])[O-].[K+].[K+]. The catalyst is CN(C=O)C. The product is [N+:8]([C:5]1[N:6]=[CH:7][C:2]([NH:11][C:12]2[CH:13]=[C:14]([OH:18])[CH:15]=[CH:16][CH:17]=2)=[CH:3][CH:4]=1)([O-:10])=[O:9]. The yield is 0.450. (2) The reactants are [NH2:1][C:2]1[N:6]([C:7]2[C:12]([Cl:13])=[CH:11][C:10]([C:14]([F:17])([F:16])[F:15])=[CH:9][C:8]=2[Cl:18])[N:5]=[C:4]([C:19]#N)[C:3]=1S(C(F)(F)F)=O.S(=O)(=O)(O)[OH:28].[OH-:32].[Na+]. No catalyst specified. The product is [NH2:1][C:2]1[N:6]([C:7]2[C:12]([Cl:13])=[CH:11][C:10]([C:14]([F:17])([F:16])[F:15])=[CH:9][C:8]=2[Cl:18])[N:5]=[C:4]([C:19]([OH:28])=[O:32])[CH:3]=1. The yield is 0.770.